From a dataset of Reaction yield outcomes from USPTO patents with 853,638 reactions. Predict the reaction yield, written as a fraction of the theoretical maximum amount of product (1.0 means a 100% yield; for example, 0.34 means a 34% yield). (1) The reactants are C1C=C[NH+]=CC=1.[O-][Cr](Cl)(=O)=O.[CH2:12]([O:19][CH2:20][CH2:21][CH2:22][OH:23])[C:13]1[CH:18]=[CH:17][CH:16]=[CH:15][CH:14]=1. The catalyst is ClCCl. The product is [CH2:12]([O:19][CH2:20][CH2:21][CH:22]=[O:23])[C:13]1[CH:18]=[CH:17][CH:16]=[CH:15][CH:14]=1. The yield is 0.790. (2) The reactants are Cl[S:2]([C:5]1[CH:6]=[C:7]2[C:11](=[CH:12][CH:13]=1)[NH:10][C:9](=[O:14])[CH2:8]2)(=[O:4])=[O:3].[NH2:15][C:16]1[CH:17]=[N:18][CH:19]=[CH:20][CH:21]=1. The catalyst is N1C=CC=CC=1. The product is [N:18]1[CH:19]=[CH:20][CH:21]=[C:16]([NH:15][S:2]([C:5]2[CH:6]=[C:7]3[C:11](=[CH:12][CH:13]=2)[NH:10][C:9](=[O:14])[CH2:8]3)(=[O:4])=[O:3])[CH:17]=1. The yield is 0.380. (3) The yield is 0.280. The catalyst is ClCCl. The reactants are Cl.[F:2][C:3]([F:21])([F:20])[O:4][C:5]1[CH:10]=[CH:9][C:8]([N:11]2[CH2:18][CH:17]3[CH:13]([CH2:14][NH:15][CH2:16]3)[C:12]2=[O:19])=[CH:7][CH:6]=1.[N:22]([C:25]1[CH:30]=[CH:29][C:28]([O:31][C:32]([F:35])([F:34])[F:33])=[CH:27][CH:26]=1)=[C:23]=[O:24].CCN(CC)CC. The product is [F:33][C:32]([F:34])([F:35])[O:31][C:28]1[CH:27]=[CH:26][C:25]([NH:22][C:23]([N:15]2[CH2:14][CH:13]3[CH:17]([CH2:18][N:11]([C:8]4[CH:9]=[CH:10][C:5]([O:4][C:3]([F:2])([F:20])[F:21])=[CH:6][CH:7]=4)[C:12]3=[O:19])[CH2:16]2)=[O:24])=[CH:30][CH:29]=1.